This data is from Reaction yield outcomes from USPTO patents with 853,638 reactions. The task is: Predict the reaction yield, written as a fraction of the theoretical maximum amount of product (1.0 means a 100% yield; for example, 0.34 means a 34% yield). (1) The reactants are [CH2:1]1[NH:6][C:4](=[O:5])[NH:3][CH2:2]1.Br[CH2:8][C:9]1[C:10]([CH3:15])=[CH:11][CH:12]=[CH:13][CH:14]=1.CN(C)C=O.[H-].[Na+]. The catalyst is O. The product is [CH3:8][C:9]1[CH:14]=[CH:13][CH:12]=[CH:11][C:10]=1[CH2:15][N:3]1[CH2:2][CH2:1][NH:6][C:4]1=[O:5]. The yield is 0.320. (2) The product is [NH:24]1[CH:25]=[N:26][C:22]([C:19]2[CH:20]=[C:21]3[C:16](=[CH:17][CH:18]=2)[NH:15][N:14]=[C:13]3[C:9]2[CH:8]=[C:7]([NH:6][C:4]([CH:1]3[CH2:2][CH2:3]3)=[O:5])[CH:12]=[CH:11][CH:10]=2)=[N:23]1. The catalyst is Cl.O1CCOCC1. The yield is 0.300. The reactants are [CH:1]1([C:4]([NH:6][C:7]2[CH:12]=[CH:11][CH:10]=[C:9]([C:13]3[C:21]4[C:16](=[CH:17][CH:18]=[C:19]([C:22]5[N:26]=[CH:25][N:24](C(C6C=CC=CC=6)(C6C=CC=CC=6)C6C=CC=CC=6)[N:23]=5)[CH:20]=4)[N:15](C4CCCCO4)[N:14]=3)[CH:8]=2)=[O:5])[CH2:3][CH2:2]1. (3) The reactants are [C:1]([C:3]1C=[CH:13][C:6]([CH2:7][N:8]2[CH:12]=[CH:11][N:10]=[CH:9]2)=[C:5]([CH3:15])[CH:4]=1)#[CH:2].[CH3:16][O:17][C:18](=[O:27])[CH2:19][C:20]1[CH:25]=[CH:24]C(I)=[CH:22][CH:21]=1.CO.[CH3:30][CH2:31]OC(C)=O. The catalyst is C(N(CC)CC)C.[Cu]I.Cl[Pd](Cl)([P](C1C=CC=CC=1)(C1C=CC=CC=1)C1C=CC=CC=1)[P](C1C=CC=CC=1)(C1C=CC=CC=1)C1C=CC=CC=1. The product is [N:8]1([C:7]2[CH:31]=[CH:30][C:4]([C:3]#[C:1][C:2]3[CH:22]=[CH:21][C:20]([CH2:19][C:18]([O:17][CH3:16])=[O:27])=[CH:25][CH:24]=3)=[C:5]([CH3:15])[C:6]=2[CH3:13])[CH:12]=[CH:11][N:10]=[CH:9]1. The yield is 0.250. (4) The reactants are [OH:1][C@@H:2]([C:23]1[CH:28]=[CH:27][CH:26]=[CH:25][CH:24]=1)[CH2:3][CH2:4][N:5]1[CH2:10][CH2:9][CH:8]([C:11]2[CH:12]=[C:13]([NH:17][C:18](=[O:22])[CH:19]([CH3:21])[CH3:20])[CH:14]=[CH:15][CH:16]=2)[CH2:7][CH2:6]1.[F:29][C:30]1[CH:35]=[CH:34][C:33]([C:36]([F:39])([F:38])[F:37])=[CH:32][C:31]=1O.C1(P(C2C=CC=CC=2)C2C=CC=CC=2)C=CC=CC=1.N(C(OCC)=O)=NC(OCC)=O.N. The catalyst is C1COCC1.C(Cl)(Cl)Cl. The product is [F:29][C:30]1[CH:31]=[CH:32][C:33]([C:36]([F:37])([F:38])[F:39])=[CH:34][C:35]=1[O:1][C@H:2]([C:23]1[CH:24]=[CH:25][CH:26]=[CH:27][CH:28]=1)[CH2:3][CH2:4][N:5]1[CH2:10][CH2:9][CH:8]([C:11]2[CH:12]=[C:13]([NH:17][C:18](=[O:22])[CH:19]([CH3:21])[CH3:20])[CH:14]=[CH:15][CH:16]=2)[CH2:7][CH2:6]1. The yield is 0.404. (5) The reactants are [Br:1][C:2]1[CH:7]=[CH:6][C:5]([NH:8][C:9]2[N:14]=[C:13](Cl)[N:12]=[C:11]([C:16]3[CH:21]=[C:20]([Cl:22])[CH:19]=[CH:18][C:17]=3[CH3:23])[N:10]=2)=[CH:4][CH:3]=1.[CH3:24][S-:25].[Na+]. The catalyst is O1CCCC1. The product is [Br:1][C:2]1[CH:7]=[CH:6][C:5]([NH:8][C:9]2[N:10]=[C:11]([C:16]3[CH:21]=[C:20]([Cl:22])[CH:19]=[CH:18][C:17]=3[CH3:23])[N:12]=[C:13]([S:25][CH3:24])[N:14]=2)=[CH:4][CH:3]=1. The yield is 0.570. (6) The product is [CH2:15]([O:14][C:12](=[O:13])[CH2:11][N:2]1[CH2:3][C:4]2[C:9](=[CH:8][CH:7]=[CH:6][CH:5]=2)[CH2:1]1)[CH3:16]. The reactants are [CH2:1]1[C:9]2[C:4](=[CH:5][CH:6]=[CH:7][CH:8]=2)[CH2:3][NH:2]1.Br[CH2:11][C:12]([O:14][CH2:15][CH3:16])=[O:13].C([O-])([O-])=O.[Cs+].[Cs+].CCCCCC. The catalyst is CN(C)C=O. The yield is 0.370.